From a dataset of Reaction yield outcomes from USPTO patents with 853,638 reactions. Predict the reaction yield, written as a fraction of the theoretical maximum amount of product (1.0 means a 100% yield; for example, 0.34 means a 34% yield). (1) The reactants are [CH3:1][N:2]1[CH:6]=[CH:5][C:4](C(O)=O)=[N:3]1.S(Cl)(Cl)=O.[NH2:14][C:15]1[CH:20]=[C:19]([O:21][C:22]2[CH:23]=[CH:24][C:25]([NH:28][C:29]([NH:31][C:32](=[O:37])[C:33]([CH3:36])([CH3:35])[CH3:34])=[O:30])=[N:26][CH:27]=2)[CH:18]=[CH:17][N:16]=1.[OH2:38].N1C=CC=C[CH:40]=1. No catalyst specified. The product is [CH3:1][N:2]1[CH:6]=[C:5]([C:40]([NH:14][C:15]2[CH:20]=[C:19]([O:21][C:22]3[CH:27]=[N:26][C:25]([NH:28][C:29]([NH:31][C:32](=[O:37])[C:33]([CH3:34])([CH3:36])[CH3:35])=[O:30])=[CH:24][CH:23]=3)[CH:18]=[CH:17][N:16]=2)=[O:38])[CH:4]=[N:3]1. The yield is 0.640. (2) The reactants are [F:1][CH:2]([F:24])[O:3][C:4]1[CH:9]=[CH:8][C:7]([N:10]2[CH:15]=[CH:14][C:13](=[O:16])[C:12]([C:17](=O)[CH:18]=[CH:19][N:20](C)C)=[N:11]2)=[CH:6][CH:5]=1.[C:25]1([NH:31]N)[CH:30]=[CH:29][CH:28]=[CH:27][CH:26]=1. The catalyst is CO. The product is [F:1][CH:2]([F:24])[O:3][C:4]1[CH:9]=[CH:8][C:7]([N:10]2[CH:15]=[CH:14][C:13](=[O:16])[C:12]([C:17]3[N:31]([C:25]4[CH:30]=[CH:29][CH:28]=[CH:27][CH:26]=4)[N:20]=[CH:19][CH:18]=3)=[N:11]2)=[CH:6][CH:5]=1. The yield is 0.220.